The task is: Predict the reactants needed to synthesize the given product.. This data is from Full USPTO retrosynthesis dataset with 1.9M reactions from patents (1976-2016). (1) Given the product [Br:28][C:26]1[CH:27]=[C:22]([NH:1][C:2]2[N:3]=[CH:4][C:5]([N:8]3[CH2:9][CH2:10][N:11]([C:14]([O:16][C:17]([CH3:20])([CH3:19])[CH3:18])=[O:15])[CH2:12][CH2:13]3)=[N:6][CH:7]=2)[C:23](=[O:30])[N:24]([CH3:29])[CH:25]=1, predict the reactants needed to synthesize it. The reactants are: [NH2:1][C:2]1[N:3]=[CH:4][C:5]([N:8]2[CH2:13][CH2:12][N:11]([C:14]([O:16][C:17]([CH3:20])([CH3:19])[CH3:18])=[O:15])[CH2:10][CH2:9]2)=[N:6][CH:7]=1.Br[C:22]1[C:23](=[O:30])[N:24]([CH3:29])[CH:25]=[C:26]([Br:28])[CH:27]=1.C1C=CC(P(C2C=CC3C(=CC=CC=3)C=2C2C3C(=CC=CC=3)C=CC=2P(C2C=CC=CC=2)C2C=CC=CC=2)C2C=CC=CC=2)=CC=1.C([O-])([O-])=O.[Cs+].[Cs+]. (2) Given the product [NH2:21][CH:8]([CH:7]([O:6][CH2:5][CH:1]1[CH2:4][CH2:3][CH2:2]1)[CH2:11][C:12]1[CH:17]=[CH:16][C:15]([Cl:18])=[CH:14][CH:13]=1)[CH3:9], predict the reactants needed to synthesize it. The reactants are: [CH:1]1([CH2:5][O:6][CH:7]([CH2:11][C:12]2[CH:17]=[CH:16][C:15]([Cl:18])=[CH:14][CH:13]=2)[C:8](=O)[CH3:9])[CH2:4][CH2:3][CH2:2]1.[BH3-]C#[N:21].[Na+]. (3) Given the product [Br:5][C:6]1[CH:7]=[C:8]([N:12]2[C:16]3=[N:17][C:18]([C:19]([F:22])([F:20])[F:21])=[N:4][CH:24]=[C:15]3[C:14]([C:26]([O:28][CH2:29][CH3:30])=[O:27])=[N:13]2)[CH:9]=[CH:10][CH:11]=1, predict the reactants needed to synthesize it. The reactants are: C([O-])=O.[NH4+:4].[Br:5][C:6]1[CH:7]=[C:8]([N:12]2[C:16]([NH:17][C:18](=O)[C:19]([F:22])([F:21])[F:20])=[C:15]([CH:24]=O)[C:14]([C:26]([O:28][CH2:29][CH3:30])=[O:27])=[N:13]2)[CH:9]=[CH:10][CH:11]=1.